Dataset: Reaction yield outcomes from USPTO patents with 853,638 reactions. Task: Predict the reaction yield, written as a fraction of the theoretical maximum amount of product (1.0 means a 100% yield; for example, 0.34 means a 34% yield). (1) The reactants are [Br:1][C:2]1[NH:15][C:5]2[C:6](=[O:14])[NH:7][CH2:8][C@@H:9]([Br:13])[C@H:10](OC)[C:4]=2[C:3]=1[Br:16]. The catalyst is CS(O)(=O)=O.CCOCC. The product is [Br:1][C:2]1[NH:15][C:5]2[C:6](=[O:14])[NH:7][CH2:8][C:9]([Br:13])=[CH:10][C:4]=2[C:3]=1[Br:16]. The yield is 0.960. (2) The reactants are [F:1][C:2]1[CH:7]=[CH:6][C:5]([N:8]2[C:13](=[O:14])[C:12]([C:15]([OH:17])=O)=[CH:11][CH:10]=[N:9]2)=[CH:4][CH:3]=1.CCN=C=NCCCN(C)C.C1C=CC2N(O)N=NC=2C=1.CCN(C(C)C)C(C)C.[CH3:48][O:49][C:50]1[CH:82]=[CH:81][C:53]([CH2:54][N:55]2[C:59]3=[N:60][CH:61]=[CH:62][C:63]([N:64]([CH2:73][CH2:74][N:75]4[CH2:80][CH2:79][O:78][CH2:77][CH2:76]4)[C:65]4[CH:70]=[CH:69][C:68]([NH2:71])=[CH:67][C:66]=4[F:72])=[C:58]3[CH:57]=[N:56]2)=[CH:52][CH:51]=1. The catalyst is CN(C=O)C. The product is [CH3:48][O:49][C:50]1[CH:51]=[CH:52][C:53]([CH2:54][N:55]2[C:59]3=[N:60][CH:61]=[CH:62][C:63]([N:64]([CH2:73][CH2:74][N:75]4[CH2:80][CH2:79][O:78][CH2:77][CH2:76]4)[C:65]4[CH:70]=[CH:69][C:68]([NH:71][C:15]([C:12]5[C:13](=[O:14])[N:8]([C:5]6[CH:4]=[CH:3][C:2]([F:1])=[CH:7][CH:6]=6)[N:9]=[CH:10][CH:11]=5)=[O:17])=[CH:67][C:66]=4[F:72])=[C:58]3[CH:57]=[N:56]2)=[CH:81][CH:82]=1. The yield is 0.510. (3) The reactants are [F:1][C:2]([F:7])([F:6])[C:3]([OH:5])=[O:4].[F:8][C:9]([F:14])([F:13])[C:10]([OH:12])=[O:11].[F:15][C:16]([F:21])([F:20])[C:17]([OH:19])=[O:18].FC(F)(F)C(O)=O.[Cl:29][C:30]1[CH:31]=[N:32][C:33]2[NH:34][C:35]3[CH:36]=[N:37][CH:38]=C(C=3)[CH2:40][CH2:41][C:42]3[CH:50]=[C:46]([NH:47][C:48]=1[N:49]=2)[CH:45]=[CH:44][C:43]=3[NH:51][CH2:52][CH2:53][CH:54]1[CH2:59][CH2:58][NH:57][CH2:56][CH2:55]1.[C:61]([C:63]1[CH:68]=[CH:67][CH:66]=[CH:65][C:64]=1[S:69](Cl)(=[O:71])=[O:70])#[N:62]. No catalyst specified. The product is [F:1][C:2]([F:7])([F:6])[C:3]([OH:5])=[O:4].[F:8][C:9]([F:14])([F:13])[C:10]([OH:12])=[O:11].[F:15][C:16]([F:21])([F:20])[C:17]([OH:19])=[O:18].[Cl:29][C:30]1[CH:31]=[N:32][C:33]2[NH:34][C:35]3[CH:36]=[N:37][CH:38]=[C:3]([CH:2]=3)[CH2:40][CH2:41][C:42]3[CH:50]=[C:46]([NH:47][C:48]=1[N:49]=2)[CH:45]=[CH:44][C:43]=3[NH:51][CH2:52][CH2:53][CH:54]1[CH2:55][CH2:56][N:57]([S:69]([C:64]2[CH:65]=[CH:66][CH:67]=[CH:68][C:63]=2[C:61]#[N:62])(=[O:71])=[O:70])[CH2:58][CH2:59]1. The yield is 0.600. (4) The reactants are [CH3:1][O-:2].[Na+].Cl[C:5]1[C:10]([N+:11]([O-:13])=[O:12])=[CH:9][CH:8]=[C:7]([Cl:14])[N:6]=1.[Cl-].[NH4+]. The catalyst is C1COCC1. The product is [Cl:14][C:7]1[N:6]=[C:5]([O:2][CH3:1])[C:10]([N+:11]([O-:13])=[O:12])=[CH:9][CH:8]=1. The yield is 0.580. (5) The reactants are FC1C=C(CN)C=NC=1.[N:10]1[CH:15]=[CH:14][CH:13]=[N:12][C:11]=1[CH2:16][NH2:17].[CH:18]1([CH2:21][N:22]2[CH2:26][CH2:25][N:24]([C:27]3[S:28][C:29]([C:33](O)=[O:34])=[C:30]([CH3:32])[N:31]=3)[C:23]2=[O:36])[CH2:20][CH2:19]1. No catalyst specified. The product is [CH:18]1([CH2:21][N:22]2[CH2:26][CH2:25][N:24]([C:27]3[S:28][C:29]([C:33]([NH:17][CH2:16][C:11]4[N:12]=[CH:13][CH:14]=[CH:15][N:10]=4)=[O:34])=[C:30]([CH3:32])[N:31]=3)[C:23]2=[O:36])[CH2:19][CH2:20]1. The yield is 0.580. (6) The reactants are O(CCCCCCC(C1OC(C)=NN=1)=O)C1C=CC=CC=1.[CH2:22]([O:29][C:30]1[CH:50]=[CH:49][C:33]([O:34][CH2:35][CH2:36][CH2:37][CH2:38][CH2:39][CH2:40][CH:41]([C:43]2[O:44][C:45]([CH3:48])=[N:46][N:47]=2)[OH:42])=[CH:32][CH:31]=1)[C:23]1[CH:28]=[CH:27][CH:26]=[CH:25][CH:24]=1.CC(OI1(OC(C)=O)(OC(C)=O)OC(=O)C2C=CC=CC1=2)=O. The catalyst is C(Cl)Cl. The product is [CH2:22]([O:29][C:30]1[CH:50]=[CH:49][C:33]([O:34][CH2:35][CH2:36][CH2:37][CH2:38][CH2:39][CH2:40][C:41]([C:43]2[O:44][C:45]([CH3:48])=[N:46][N:47]=2)=[O:42])=[CH:32][CH:31]=1)[C:23]1[CH:24]=[CH:25][CH:26]=[CH:27][CH:28]=1. The yield is 0.800. (7) The reactants are Br[CH2:2][CH2:3][N:4]([C:9]1[CH:18]=[CH:17][C:12]([C:13]([O:15][CH3:16])=[O:14])=[CH:11][C:10]=1[O:19][CH2:20][CH:21]1[CH2:23][CH2:22]1)[S:5]([CH3:8])(=[O:7])=[O:6].[CH3:24][N:25]1[CH2:30][CH2:29][NH:28][CH2:27][CH2:26]1.C([O-])([O-])=O.[K+].[K+]. The catalyst is CC#N. The product is [CH:21]1([CH2:20][O:19][C:10]2[CH:11]=[C:12]([CH:17]=[CH:18][C:9]=2[N:4]([CH2:3][CH2:2][N:28]2[CH2:29][CH2:30][N:25]([CH3:24])[CH2:26][CH2:27]2)[S:5]([CH3:8])(=[O:7])=[O:6])[C:13]([O:15][CH3:16])=[O:14])[CH2:23][CH2:22]1. The yield is 0.790.